From a dataset of Peptide-MHC class I binding affinity with 185,985 pairs from IEDB/IMGT. Regression. Given a peptide amino acid sequence and an MHC pseudo amino acid sequence, predict their binding affinity value. This is MHC class I binding data. (1) The peptide sequence is CYSKSLRDLV. The MHC is HLA-A29:02 with pseudo-sequence HLA-A29:02. The binding affinity (normalized) is 0.0139. (2) The MHC is HLA-A02:02 with pseudo-sequence HLA-A02:02. The binding affinity (normalized) is 0.0409. The peptide sequence is YADSVKGRFTI. (3) The peptide sequence is DTVWEVQGY. The MHC is HLA-A01:01 with pseudo-sequence HLA-A01:01. The binding affinity (normalized) is 0.169. (4) The peptide sequence is MFEATARGAR. The MHC is HLA-A33:01 with pseudo-sequence HLA-A33:01. The binding affinity (normalized) is 0.713. (5) The peptide sequence is SPVLRLFFL. The MHC is HLA-B51:01 with pseudo-sequence HLA-B51:01. The binding affinity (normalized) is 0.0739. (6) The peptide sequence is AGGWVLWKV. The MHC is HLA-A02:11 with pseudo-sequence HLA-A02:11. The binding affinity (normalized) is 0.936. (7) The peptide sequence is ATAGLTHMMI. The MHC is HLA-A02:02 with pseudo-sequence HLA-A02:02. The binding affinity (normalized) is 0.403.